From a dataset of NCI-60 drug combinations with 297,098 pairs across 59 cell lines. Regression. Given two drug SMILES strings and cell line genomic features, predict the synergy score measuring deviation from expected non-interaction effect. (1) Drug 1: C1CCC(CC1)NC(=O)N(CCCl)N=O. Drug 2: C(CN)CNCCSP(=O)(O)O. Cell line: T-47D. Synergy scores: CSS=-0.318, Synergy_ZIP=-1.70, Synergy_Bliss=0.267, Synergy_Loewe=-7.60, Synergy_HSA=-2.29. (2) Synergy scores: CSS=3.03, Synergy_ZIP=0.208, Synergy_Bliss=2.33, Synergy_Loewe=1.59, Synergy_HSA=1.84. Cell line: OVCAR-4. Drug 1: CC12CCC3C(C1CCC2=O)CC(=C)C4=CC(=O)C=CC34C. Drug 2: CC1CCCC2(C(O2)CC(NC(=O)CC(C(C(=O)C(C1O)C)(C)C)O)C(=CC3=CSC(=N3)C)C)C. (3) Drug 1: CC12CCC(CC1=CCC3C2CCC4(C3CC=C4C5=CN=CC=C5)C)O. Drug 2: CC1C(C(CC(O1)OC2CC(CC3=C2C(=C4C(=C3O)C(=O)C5=CC=CC=C5C4=O)O)(C(=O)C)O)N)O. Cell line: HL-60(TB). Synergy scores: CSS=36.8, Synergy_ZIP=2.28, Synergy_Bliss=0.782, Synergy_Loewe=-43.8, Synergy_HSA=-2.63. (4) Drug 1: C1=NC2=C(N1)C(=S)N=C(N2)N. Drug 2: CN1C2=C(C=C(C=C2)N(CCCl)CCCl)N=C1CCCC(=O)O.Cl. Cell line: K-562. Synergy scores: CSS=20.9, Synergy_ZIP=-5.80, Synergy_Bliss=-9.16, Synergy_Loewe=-21.2, Synergy_HSA=-9.20. (5) Drug 1: CC(CN1CC(=O)NC(=O)C1)N2CC(=O)NC(=O)C2. Drug 2: CC1CCCC2(C(O2)CC(NC(=O)CC(C(C(=O)C(C1O)C)(C)C)O)C(=CC3=CSC(=N3)C)C)C. Cell line: U251. Synergy scores: CSS=25.4, Synergy_ZIP=-8.74, Synergy_Bliss=-1.78, Synergy_Loewe=-0.277, Synergy_HSA=-0.605. (6) Drug 1: CC1OCC2C(O1)C(C(C(O2)OC3C4COC(=O)C4C(C5=CC6=C(C=C35)OCO6)C7=CC(=C(C(=C7)OC)O)OC)O)O. Drug 2: C1=CC(=CC=C1CC(C(=O)O)N)N(CCCl)CCCl.Cl. Cell line: SNB-75. Synergy scores: CSS=26.3, Synergy_ZIP=12.0, Synergy_Bliss=15.3, Synergy_Loewe=9.77, Synergy_HSA=13.7. (7) Drug 1: CCCS(=O)(=O)NC1=C(C(=C(C=C1)F)C(=O)C2=CNC3=C2C=C(C=N3)C4=CC=C(C=C4)Cl)F. Drug 2: C1=C(C(=O)NC(=O)N1)N(CCCl)CCCl. Cell line: HCT-15. Synergy scores: CSS=12.1, Synergy_ZIP=-6.07, Synergy_Bliss=-0.799, Synergy_Loewe=-6.61, Synergy_HSA=-2.91. (8) Drug 1: C1=CN(C(=O)N=C1N)C2C(C(C(O2)CO)O)O.Cl. Drug 2: C1CCC(C(C1)N)N.C(=O)(C(=O)[O-])[O-].[Pt+4]. Cell line: MCF7. Synergy scores: CSS=30.0, Synergy_ZIP=-9.87, Synergy_Bliss=-0.468, Synergy_Loewe=-2.49, Synergy_HSA=0.832.